Dataset: Full USPTO retrosynthesis dataset with 1.9M reactions from patents (1976-2016). Task: Predict the reactants needed to synthesize the given product. (1) Given the product [CH3:36][O:37][CH2:38][C:39]1[CH:40]=[CH:41][C:42]([O:47][C:48]([F:49])([F:50])[F:51])=[C:43]([CH:44]=1)[CH2:45][NH:46][C:31]([NH:15][C:12]1[N:11]([C:16]2[CH:21]=[CH:20][CH:19]=[CH:18][CH:17]=2)[N:10]=[C:9]([C:5]2[CH:6]=[N:7][CH:8]=[C:3]([O:2][CH3:1])[CH:4]=2)[C:13]=1[CH3:14])=[O:32], predict the reactants needed to synthesize it. The reactants are: [CH3:1][O:2][C:3]1[CH:4]=[C:5]([C:9]2[C:13]([CH3:14])=[C:12]([NH2:15])[N:11]([C:16]3[CH:21]=[CH:20][CH:19]=[CH:18][CH:17]=3)[N:10]=2)[CH:6]=[N:7][CH:8]=1.C1(C2C=CC([CH2:31][O:32]C)=CC=2CN)CC1.[CH3:36][O:37][CH2:38][C:39]1[CH:40]=[CH:41][C:42]([O:47][C:48]([F:51])([F:50])[F:49])=[C:43]([CH2:45][NH2:46])[CH:44]=1. (2) Given the product [C:1]([N:5]1[C:9]([C:10]2[CH:11]=[CH:12][C:13]([O:16][CH3:17])=[CH:14][CH:15]=2)=[C:8]([C:18]2[S:19][CH:20]=[C:21](/[CH:23]=[CH:24]/[C:25]([OH:27])=[O:26])[N:22]=2)[CH:7]=[N:6]1)([CH3:4])([CH3:2])[CH3:3], predict the reactants needed to synthesize it. The reactants are: [C:1]([N:5]1[C:9]([C:10]2[CH:15]=[CH:14][C:13]([O:16][CH3:17])=[CH:12][CH:11]=2)=[C:8]([C:18]2[S:19][CH:20]=[C:21](/[CH:23]=[CH:24]/[C:25]([O:27]CC)=[O:26])[N:22]=2)[CH:7]=[N:6]1)([CH3:4])([CH3:3])[CH3:2].[OH-].[Na+].Cl.